From a dataset of Forward reaction prediction with 1.9M reactions from USPTO patents (1976-2016). Predict the product of the given reaction. The product is: [CH3:26][C:21]1[CH:20]=[C:16]([C:17]([N:27]2[CH2:32][CH2:31][O:30][CH2:29][CH2:28]2)=[O:19])[CH:15]=[C:14]([CH3:13])[C:22]=1[N+:23]([O-:25])=[O:24]. Given the reactants C(N1C=CN=C1)(N1C=CN=C1)=O.[CH3:13][C:14]1[CH:15]=[C:16]([CH:20]=[C:21]([CH3:26])[C:22]=1[N+:23]([O-:25])=[O:24])[C:17]([OH:19])=O.[NH:27]1[CH2:32][CH2:31][O:30][CH2:29][CH2:28]1, predict the reaction product.